Task: Regression. Given two drug SMILES strings and cell line genomic features, predict the synergy score measuring deviation from expected non-interaction effect.. Dataset: NCI-60 drug combinations with 297,098 pairs across 59 cell lines Drug 1: C1CCN(CC1)CCOC2=CC=C(C=C2)C(=O)C3=C(SC4=C3C=CC(=C4)O)C5=CC=C(C=C5)O. Drug 2: CCN(CC)CCNC(=O)C1=C(NC(=C1C)C=C2C3=C(C=CC(=C3)F)NC2=O)C. Cell line: UACC-257. Synergy scores: CSS=-1.06, Synergy_ZIP=1.36, Synergy_Bliss=1.47, Synergy_Loewe=-0.764, Synergy_HSA=-0.861.